Predict the product of the given reaction. From a dataset of Forward reaction prediction with 1.9M reactions from USPTO patents (1976-2016). (1) Given the reactants [CH:1]1([CH:4]2[CH2:9][N:8]3[N:10]=[C:11]([I:18])[C:12]([C:13]([O:15]CC)=[O:14])=[C:7]3[CH2:6][N:5]2[C:19]([O:21][C:22]([CH3:25])([CH3:24])[CH3:23])=[O:20])[CH2:3][CH2:2]1.[OH-].[Na+], predict the reaction product. The product is: [C:22]([O:21][C:19]([N:5]1[CH:4]([CH:1]2[CH2:2][CH2:3]2)[CH2:9][N:8]2[N:10]=[C:11]([I:18])[C:12]([C:13]([OH:15])=[O:14])=[C:7]2[CH2:6]1)=[O:20])([CH3:25])([CH3:23])[CH3:24]. (2) Given the reactants [C:1]([C:3]1[CH:4]=[C:5]2[C:9](=[CH:10][CH:11]=1)[NH:8][CH:7]=[CH:6]2)#[N:2].N, predict the reaction product. The product is: [NH:8]1[C:9]2[C:5](=[CH:4][C:3]([CH2:1][NH2:2])=[CH:11][CH:10]=2)[CH:6]=[CH:7]1.